From a dataset of Full USPTO retrosynthesis dataset with 1.9M reactions from patents (1976-2016). Predict the reactants needed to synthesize the given product. (1) Given the product [OH:72][C:70]([CH3:73])([CH3:71])[CH2:69][N:66]1[CH:67]=[CH:68][C:64]([NH:63][C:30]([CH:20]2[NH:19][CH:18]([CH2:33][C:34]([CH3:36])([CH3:37])[CH3:35])[C:17]3([C:12]4[C:13](=[CH:14][C:9]([Cl:8])=[CH:10][CH:11]=4)[NH:15][C:16]3=[O:38])[CH:21]2[C:22]2[CH:27]=[CH:26][CH:25]=[C:24]([Cl:28])[C:23]=2[F:29])=[O:32])=[N:65]1.[F:1][C:2]([F:7])([F:6])[C:3]([OH:5])=[O:4], predict the reactants needed to synthesize it. The reactants are: [F:1][C:2]([F:7])([F:6])[C:3]([OH:5])=[O:4].[Cl:8][C:9]1[CH:14]=[C:13]2[NH:15][C:16](=[O:38])[C:17]3([CH:21]([C:22]4[CH:27]=[CH:26][CH:25]=[C:24]([Cl:28])[C:23]=4[F:29])[CH:20]([C:30]([OH:32])=O)[NH:19][CH:18]3[CH2:33][C:34]([CH3:37])([CH3:36])[CH3:35])[C:12]2=[CH:11][CH:10]=1.C(N(C(C)C)CC)(C)C.C1(P(Cl)(C2C=CC=CC=2)=O)C=CC=CC=1.[NH2:63][C:64]1[CH:68]=[CH:67][N:66]([CH2:69][C:70]([CH3:73])([OH:72])[CH3:71])[N:65]=1. (2) The reactants are: [Si:1]([O:8][CH:9]1[CH2:13][CH2:12][CH2:11][C:10]21[CH2:21][C:20]1[N:19]([CH2:22][O:23][CH2:24][CH2:25][Si:26]([CH3:29])([CH3:28])[CH3:27])[N:18]=[C:17]([C:30](O)=[O:31])[C:16]=1[CH2:15][CH2:14]2)([C:4]([CH3:7])([CH3:6])[CH3:5])([CH3:3])[CH3:2].[CH2:33]([N:40]1[CH:44]=[C:43]([NH2:45])[CH:42]=[N:41]1)[C:34]1[CH:39]=[CH:38][CH:37]=[CH:36][CH:35]=1.F[B-](F)(F)F.N1(OC(N(C)C)=[N+](C)C)C2C=CC=CC=2N=N1.C(N(C(C)C)C(C)C)C. Given the product [CH2:33]([N:40]1[CH:44]=[C:43]([NH:45][C:30]([C:17]2[C:16]3[CH2:15][CH2:14][C:10]4([CH2:11][CH2:12][CH2:13][CH:9]4[O:8][Si:1]([C:4]([CH3:5])([CH3:6])[CH3:7])([CH3:2])[CH3:3])[CH2:21][C:20]=3[N:19]([CH2:22][O:23][CH2:24][CH2:25][Si:26]([CH3:28])([CH3:29])[CH3:27])[N:18]=2)=[O:31])[CH:42]=[N:41]1)[C:34]1[CH:35]=[CH:36][CH:37]=[CH:38][CH:39]=1, predict the reactants needed to synthesize it. (3) The reactants are: [F:1][C:2]1[CH:7]=[CH:6][CH:5]=[C:4]([F:8])[C:3]=1[C:9]1[CH:14]=[CH:13][C:12](F)=[C:11]([CH:16]=O)[CH:10]=1.O.O.[NH2:20][NH2:21]. Given the product [F:1][C:2]1[CH:7]=[CH:6][CH:5]=[C:4]([F:8])[C:3]=1[C:9]1[CH:10]=[C:11]2[C:12](=[CH:13][CH:14]=1)[NH:21][N:20]=[CH:16]2, predict the reactants needed to synthesize it. (4) Given the product [Cl:1][C:2]1[CH:10]=[C:9]([CH:11]([OH:21])[CH2:12][CH2:13][C:14]2[CH:19]=[CH:18][CH:17]=[C:16]([OH:20])[CH:15]=2)[CH:8]=[CH:7][C:3]=1[C:4]([NH:27][C@H:26]([C:25]([O:24][CH3:23])=[O:37])[CH2:28][NH:29][C:30]([C:32]1[S:33][CH:34]=[CH:35][CH:36]=1)=[O:31])=[O:6], predict the reactants needed to synthesize it. The reactants are: [Cl:1][C:2]1[CH:10]=[C:9]([C:11](=[O:21])[CH2:12][CH2:13][C:14]2[CH:19]=[CH:18][CH:17]=[C:16]([OH:20])[CH:15]=2)[CH:8]=[CH:7][C:3]=1[C:4]([OH:6])=O.Cl.[CH3:23][O:24][C:25](=[O:37])[C@H:26]([CH2:28][NH:29][C:30]([C:32]1[S:33][CH:34]=[CH:35][CH:36]=1)=[O:31])[NH2:27].CN(C(ON1N=NC2C=CC=CC1=2)=[N+](C)C)C.F[P-](F)(F)(F)(F)F.C1C=CC2N(O)N=NC=2C=1.C(N(C(C)C)CC)(C)C. (5) Given the product [F:20][C:16]1[N:15]=[C:14]([N:9]2[C@@H:8]([C@H:6]([OH:5])[CH3:7])[CH2:12][O:11][C:10]2=[O:13])[CH:19]=[CH:18][N:17]=1, predict the reactants needed to synthesize it. The reactants are: C([O:5][C@@H:6]([C@H:8]1[CH2:12][O:11][C:10](=[O:13])[N:9]1[C:14]1[CH:19]=[CH:18][N:17]=[C:16]([F:20])[N:15]=1)[CH3:7])(C)(C)C.C(O)(C(F)(F)F)=O. (6) Given the product [NH2:1][C:2]1[C:3]2[C:11](=[O:12])[CH:10]=[CH:9][N:8]([CH2:20][C:21]3[C:22]([C:32]4[CH:37]=[CH:36][CH:35]=[CH:34][C:33]=4[Cl:38])=[N:23][C:24]4[C:29]([CH:30]=3)=[CH:28][CH:27]=[CH:26][C:25]=4[CH3:31])[C:4]=2[N:5]=[CH:6][N:7]=1, predict the reactants needed to synthesize it. The reactants are: [NH2:1][C:2]1[C:3]2[C:11](=[O:12])[CH:10]=[CH:9][NH:8][C:4]=2[N:5]=[CH:6][N:7]=1.C([O-])([O-])=O.[Cs+].[Cs+].Cl[CH2:20][C:21]1[C:22]([C:32]2[CH:37]=[CH:36][CH:35]=[CH:34][C:33]=2[Cl:38])=[N:23][C:24]2[C:29]([CH:30]=1)=[CH:28][CH:27]=[CH:26][C:25]=2[CH3:31]. (7) Given the product [Br:1][C:2]1[CH:3]=[C:4]([CH2:26][CH:27]([O:33][C:34]2[CH:39]=[CH:38][CH:37]=[CH:36][CH:35]=2)[C:28]([OH:30])=[O:29])[CH:5]=[CH:6][C:7]=1[O:8][CH2:9][CH2:10][NH:11][C:12](=[O:25])[C:13]1[CH:14]=[CH:15][C:16]([C:19]2[CH:24]=[CH:23][CH:22]=[CH:21][N:20]=2)=[CH:17][CH:18]=1, predict the reactants needed to synthesize it. The reactants are: [Br:1][C:2]1[CH:3]=[C:4]([CH2:26][CH:27]([O:33][C:34]2[CH:39]=[CH:38][CH:37]=[CH:36][CH:35]=2)[C:28]([O:30]CC)=[O:29])[CH:5]=[CH:6][C:7]=1[O:8][CH2:9][CH2:10][NH:11][C:12](=[O:25])[C:13]1[CH:18]=[CH:17][C:16]([C:19]2[CH:24]=[CH:23][CH:22]=[CH:21][N:20]=2)=[CH:15][CH:14]=1.[OH-].[Na+]. (8) Given the product [Br:14][CH2:15][CH2:16][CH2:17][CH2:18][CH2:19][CH2:20][O:21][Si:6]([C:9]([CH3:12])([CH3:11])[CH3:10])([CH3:8])[CH3:7], predict the reactants needed to synthesize it. The reactants are: N1C=CN=C1.[Si:6](Cl)([C:9]([CH3:12])([CH3:11])[CH3:10])([CH3:8])[CH3:7].[Br:14][CH2:15][CH2:16][CH2:17][CH2:18][CH2:19][CH2:20][OH:21]. (9) Given the product [C:1]([O:4][NH:5][C:6]1([CH3:23])[C:10](=[O:11])[N:9]([CH3:12])[N:8]=[C:7]1[C:13]1[CH:18]=[CH:17][C:16]([S:19]([CH3:22])(=[O:20])=[O:21])=[CH:15][CH:14]=1)(=[O:3])[CH3:2], predict the reactants needed to synthesize it. The reactants are: [C:1]([O:4][N:5](C(OC(C)(C)C)=O)[C:6]1([CH3:23])[C:10](=[O:11])[N:9]([CH3:12])[N:8]=[C:7]1[C:13]1[CH:18]=[CH:17][C:16]([S:19]([CH3:22])(=[O:21])=[O:20])=[CH:15][CH:14]=1)(=[O:3])[CH3:2].FC(F)(F)C(O)=O. (10) Given the product [O:14]1[CH:18]=[CH:17][CH:16]=[C:15]1[CH2:19][N:20]([CH2:2][C:3]1[C:12]2[C:7](=[CH:8][CH:9]=[CH:10][CH:11]=2)[NH:6][C:5](=[O:13])[CH:4]=1)[C:21]1[CH:22]=[CH:23][CH:24]=[CH:25][CH:26]=1, predict the reactants needed to synthesize it. The reactants are: Br[CH2:2][C:3]1[C:12]2[C:7](=[CH:8][CH:9]=[CH:10][CH:11]=2)[NH:6][C:5](=[O:13])[CH:4]=1.[O:14]1[CH:18]=[CH:17][CH:16]=[C:15]1[CH2:19][NH:20][C:21]1[CH:26]=[CH:25][CH:24]=[CH:23][CH:22]=1.C([O-])([O-])=O.[K+].[K+].